Dataset: HIV replication inhibition screening data with 41,000+ compounds from the AIDS Antiviral Screen. Task: Binary Classification. Given a drug SMILES string, predict its activity (active/inactive) in a high-throughput screening assay against a specified biological target. (1) The drug is Cc1ccc(SCC(CF)OCn2cnc3c(O)nc(N)nc32)cc1. The result is 0 (inactive). (2) The molecule is COc1ccc(C=C2CN(C)CC(=Cc3ccc(OC)c(OC)c3OC)C2=O)c(OC)c1OC.Cl. The result is 0 (inactive). (3) The drug is COc1ccc(Nc2n[nH]c(NS(=O)(=O)c3cc(C)c(Cl)cc3S)n2)cc1. The result is 1 (active).